From a dataset of Forward reaction prediction with 1.9M reactions from USPTO patents (1976-2016). Predict the product of the given reaction. (1) The product is: [C:1]([C:5]1[N:10]=[CH:9][C:8]([C:11]2[N:12]([C:32]([N:41]3[CH2:40][CH2:39][N:38]([CH2:44][C:45]([N:47]4[CH2:48][CH2:49][CH2:50][CH2:51][CH2:52]4)=[O:46])[CH2:43][CH2:42]3)=[O:33])[C@@:13]([C:25]3[CH:26]=[CH:27][C:28]([Cl:31])=[CH:29][CH:30]=3)([CH3:24])[C@@:14]([C:17]3[CH:18]=[CH:19][C:20]([Cl:23])=[CH:21][CH:22]=3)([CH3:16])[N:15]=2)=[C:7]([O:35][CH2:36][CH3:37])[CH:6]=1)([CH3:2])([CH3:3])[CH3:4]. Given the reactants [C:1]([C:5]1[N:10]=[CH:9][C:8]([C:11]2[N:12]([C:32](Cl)=[O:33])[C@@:13]([C:25]3[CH:30]=[CH:29][C:28]([Cl:31])=[CH:27][CH:26]=3)([CH3:24])[C@@:14]([C:17]3[CH:22]=[CH:21][C:20]([Cl:23])=[CH:19][CH:18]=3)([CH3:16])[N:15]=2)=[C:7]([O:35][CH2:36][CH3:37])[CH:6]=1)([CH3:4])([CH3:3])[CH3:2].[N:38]1([CH2:44][C:45]([N:47]2[CH2:52][CH2:51][CH2:50][CH2:49][CH2:48]2)=[O:46])[CH2:43][CH2:42][NH:41][CH2:40][CH2:39]1, predict the reaction product. (2) The product is: [CH3:1][C:2]1[CH:3]=[CH:4][C:5]([S:8]([O:11][CH2:12][CH2:13][C:14]2[CH:15]=[C:16]3[C:21](=[CH:22][CH:23]=2)[O:20][CH:19]=[CH:18][C:17]3=[O:24])(=[O:10])=[O:9])=[CH:6][CH:7]=1. Given the reactants [CH3:1][C:2]1[CH:7]=[CH:6][C:5]([S:8]([O:11][CH2:12][CH2:13][C:14]2[CH:15]=[C:16]3[C:21](=[CH:22][CH:23]=2)[O:20][CH2:19][CH2:18][C:17]3=[O:24])(=[O:10])=[O:9])=[CH:4][CH:3]=1.OI(C1C=CC=CC=1)OS(C1C=CC(C)=CC=1)(=O)=O.O.C1(C)C=CC(S(O)(=O)=O)=CC=1, predict the reaction product. (3) Given the reactants [Cl:1][C:2]1[CH:21]=[C:20]([Cl:22])[CH:19]=[CH:18][C:3]=1[CH2:4][O:5][C:6]1[CH:17]=[CH:16][C:9]2[C@H:10]([CH2:13][CH2:14][NH2:15])[CH2:11][O:12][C:8]=2[CH:7]=1.[OH:23][CH:24]([CH:28]([CH3:30])[CH3:29])[C:25](O)=[O:26].CCN=C=NCCCN(C)C.C1C=CC2N(O)N=NC=2C=1.C([O-])(O)=O.[Na+], predict the reaction product. The product is: [Cl:1][C:2]1[CH:21]=[C:20]([Cl:22])[CH:19]=[CH:18][C:3]=1[CH2:4][O:5][C:6]1[CH:17]=[CH:16][C:9]2[C@H:10]([CH2:13][CH2:14][NH:15][C:25](=[O:26])[CH:24]([OH:23])[CH:28]([CH3:30])[CH3:29])[CH2:11][O:12][C:8]=2[CH:7]=1. (4) Given the reactants [CH3:1][O:2][C:3]1[C:11]([CH2:12][CH2:13][OH:14])=[CH:10][C:6]2[CH:7]=[CH:8][O:9][C:5]=2[CH:4]=1.[C:15]([OH:19])([CH3:18])(C)C.CC(C)([O-:23])C.[K+].Cl, predict the reaction product. The product is: [CH3:1][O:2][C:3]1[C:11]([CH2:12][CH2:13][O:14][CH2:18][C:15]([OH:19])=[O:23])=[CH:10][C:6]2[CH:7]=[CH:8][O:9][C:5]=2[CH:4]=1. (5) Given the reactants [CH3:1][O:2][C:3]1[CH:4]=[CH:5][CH:6]=[C:7]2[C:11]=1[CH:10]([NH:12][C:13]1[CH:22]=[CH:21][C:20]3[C:15](=[CH:16][CH:17]=[C:18]([NH2:23])[CH:19]=3)[N:14]=1)[CH2:9][CH2:8]2.[CH3:24][N:25]1[CH2:30][CH2:29][CH:28]([C:31](O)=[O:32])[CH2:27][CH2:26]1, predict the reaction product. The product is: [CH3:1][O:2][C:3]1[CH:4]=[CH:5][CH:6]=[C:7]2[C:11]=1[CH:10]([NH:12][C:13]1[CH:22]=[CH:21][C:20]3[C:15](=[CH:16][CH:17]=[C:18]([NH:23][C:31]([CH:28]4[CH2:29][CH2:30][N:25]([CH3:24])[CH2:26][CH2:27]4)=[O:32])[CH:19]=3)[N:14]=1)[CH2:9][CH2:8]2. (6) Given the reactants [OH-].[Na+].Cl.[NH2:4][CH2:5][C:6]([O:8]C)=O.[C:10](=[NH:17])(OC)[CH2:11][CH2:12][CH2:13][CH3:14].Cl, predict the reaction product. The product is: [CH2:11]([C:10]1[NH:17][C:6](=[O:8])[CH2:5][N:4]=1)[CH2:12][CH2:13][CH3:14]. (7) Given the reactants [NH2:1][NH:2][C:3]([C:5]1[C:10]([N+:11]([O-:13])=[O:12])=[CH:9][CH:8]=[CH:7][N:6]=1)=[NH:4].[CH3:14][O:15][C:16]1[CH:17]=[CH:18][C:19]([OH:24])=[C:20]([CH:23]=1)[CH:21]=O, predict the reaction product. The product is: [CH3:14][O:15][C:16]1[CH:17]=[CH:18][C:19]([OH:24])=[C:20]([C:21]2[NH:1][N:2]=[C:3]([C:5]3[C:10]([N+:11]([O-:13])=[O:12])=[CH:9][CH:8]=[CH:7][N:6]=3)[N:4]=2)[CH:23]=1.